Dataset: Full USPTO retrosynthesis dataset with 1.9M reactions from patents (1976-2016). Task: Predict the reactants needed to synthesize the given product. Given the product [CH2:1]1[O:9][C:8]2[CH:7]=[CH:6][C:5]([CH:10]3[C:22]4[NH:21][C:20]5[C:15](=[CH:16][CH:17]=[CH:18][CH:19]=5)[C:14]=4[CH2:13][CH2:12][N:11]3[C:24]3[N:25]=[CH:26][C:27]([C:30]4[CH:31]=[CH:32][C:33]([Cl:36])=[CH:34][CH:35]=4)=[CH:28][N:29]=3)=[CH:4][C:3]=2[O:2]1, predict the reactants needed to synthesize it. The reactants are: [CH2:1]1[O:9][C:8]2[CH:7]=[CH:6][C:5]([CH:10]3[C:22]4[NH:21][C:20]5[C:15](=[CH:16][CH:17]=[CH:18][CH:19]=5)[C:14]=4[CH2:13][CH2:12][NH:11]3)=[CH:4][C:3]=2[O:2]1.Cl[C:24]1[N:29]=[CH:28][C:27]([C:30]2[CH:35]=[CH:34][C:33]([Cl:36])=[CH:32][CH:31]=2)=[CH:26][N:25]=1.